Dataset: Forward reaction prediction with 1.9M reactions from USPTO patents (1976-2016). Task: Predict the product of the given reaction. Given the reactants COC[O:4][C:5]1[C:6](C#N)=[N:7][C:8]([CH2:11][C:12]([CH3:15])([CH3:14])[CH3:13])=[CH:9][CH:10]=1.C[Mg]Cl.[CH3:21][CH2:22][O:23][C:24](C)=[O:25].[CH3:27]CCCCC, predict the reaction product. The product is: [CH3:27][O:25][CH2:24][O:23][C:22]1[C:6]([C:5](=[O:4])[CH3:10])=[N:7][C:8]([CH2:11][C:12]([CH3:14])([CH3:13])[CH3:15])=[CH:9][CH:21]=1.